From a dataset of Full USPTO retrosynthesis dataset with 1.9M reactions from patents (1976-2016). Predict the reactants needed to synthesize the given product. Given the product [OH:1][C:2]1[CH:3]=[C:4]2[C:5](=[CH:6][C:7]=1[O:8][CH3:9])[C:12](=[O:14])[CH2:11][CH2:10]2, predict the reactants needed to synthesize it. The reactants are: [OH:1][C:2]1[CH:3]=[C:4]([CH:10]=[CH:11][C:12]([O:14]CC)=O)[CH:5]=[CH:6][C:7]=1[O:8][CH3:9].OC1C=C2C(CCC2=O)=CC=1OC.